Task: Predict the product of the given reaction.. Dataset: Forward reaction prediction with 1.9M reactions from USPTO patents (1976-2016) (1) Given the reactants [F:1][C:2]([F:36])([F:35])[O:3][C:4]1[CH:9]=[C:8]([C:10]2[N:14]=[C:13]([C:15]3[CH:20]=[CH:19][C:18](C4C=CC=CC=4)=[C:17]([C:27]([F:30])([F:29])[F:28])[CH:16]=3)[O:12][N:11]=2)[CH:7]=[CH:6][C:5]=1[S:31]([NH2:34])(=[O:33])=[O:32].[F:37]C1C=CC(C(O)=O)=CC=1C(F)(F)F, predict the reaction product. The product is: [F:37][C:18]1[CH:19]=[CH:20][C:15]([C:13]2[O:12][N:11]=[C:10]([C:8]3[CH:7]=[CH:6][C:5]([S:31]([NH2:34])(=[O:33])=[O:32])=[C:4]([O:3][C:2]([F:35])([F:1])[F:36])[CH:9]=3)[N:14]=2)=[CH:16][C:17]=1[C:27]([F:29])([F:28])[F:30]. (2) Given the reactants C=CC1C=CC=CC=1.C=CC1C=CC(C=C)=CC=1.C1C=CC(C[Cl:26])=CC=1.C(Cl)Cl.[CH2:30]([P:38]([CH2:47][CH2:48][CH2:49][CH2:50][CH2:51][CH2:52][CH2:53][CH3:54])[CH2:39][CH2:40][CH2:41][CH2:42][CH2:43][CH2:44][CH2:45][CH3:46])[CH2:31][CH2:32][CH2:33][CH2:34][CH2:35][CH2:36][CH3:37], predict the reaction product. The product is: [Cl-:26].[CH2:47]([PH+:38]([CH2:30][CH2:31][CH2:32][CH2:33][CH2:34][CH2:35][CH2:36][CH3:37])[CH2:39][CH2:40][CH2:41][CH2:42][CH2:43][CH2:44][CH2:45][CH3:46])[CH2:48][CH2:49][CH2:50][CH2:51][CH2:52][CH2:53][CH3:54]. (3) Given the reactants [CH3:1]CN(C(C)C)C(C)C.CN(C(ON1N=NC2C=CC=CC1=2)=[N+](C)C)C.[B-](F)(F)(F)F.CO.[CH3:34][C:35]([Si:38]([C:63]1[CH:68]=[CH:67][CH:66]=[CH:65][CH:64]=1)([C:57]1[CH:62]=[CH:61][CH:60]=[CH:59][CH:58]=1)[O:39][CH2:40][C@@H:41]([NH:46][C:47]([O:49][CH2:50][C:51]1[CH:56]=[CH:55][CH:54]=[CH:53][CH:52]=1)=[O:48])[CH2:42][C:43]([OH:45])=[O:44])([CH3:37])[CH3:36], predict the reaction product. The product is: [CH3:37][C:35]([Si:38]([C:57]1[CH:62]=[CH:61][CH:60]=[CH:59][CH:58]=1)([C:63]1[CH:68]=[CH:67][CH:66]=[CH:65][CH:64]=1)[O:39][CH2:40][C@@H:41]([NH:46][C:47]([O:49][CH2:50][C:51]1[CH:52]=[CH:53][CH:54]=[CH:55][CH:56]=1)=[O:48])[CH2:42][C:43]([O:45][CH3:1])=[O:44])([CH3:34])[CH3:36].